This data is from Reaction yield outcomes from USPTO patents with 853,638 reactions. The task is: Predict the reaction yield, written as a fraction of the theoretical maximum amount of product (1.0 means a 100% yield; for example, 0.34 means a 34% yield). (1) The reactants are [C:1]([CH2:3][C:4]([O:6][CH3:7])=[O:5])#[N:2].O.O.O.O.O.O.O.O.O.[S-2:17].[Na+].[Na+].C([O:23][CH2:24][C:25]([CH2:27]Cl)=O)(=O)C.C(N(CC)CC)C. The catalyst is CO.O. The product is [NH2:2][C:1]1[S:17][CH:27]=[C:25]([CH2:24][OH:23])[C:3]=1[C:4]([O:6][CH3:7])=[O:5]. The yield is 0.510. (2) The reactants are Br[CH2:2][C:3]1[CH:4]=[CH:5][C:6]([N:9]2[CH2:14][CH2:13][N:12]([CH2:15][CH3:16])[CH2:11][CH2:10]2)=[N:7][CH:8]=1.[CH3:17][C:18]1[N:23]=[C:22]([SH:24])[N:21]=[C:20]([OH:25])[CH:19]=1.C(N(CC)CC)C.ClCCl. The catalyst is C(O)C. The product is [CH2:15]([N:12]1[CH2:13][CH2:14][N:9]([C:6]2[N:7]=[CH:8][C:3]([CH2:2][S:24][C:22]3[N:21]=[C:20]([OH:25])[CH:19]=[C:18]([CH3:17])[N:23]=3)=[CH:4][CH:5]=2)[CH2:10][CH2:11]1)[CH3:16]. The yield is 0.390.